Dataset: Full USPTO retrosynthesis dataset with 1.9M reactions from patents (1976-2016). Task: Predict the reactants needed to synthesize the given product. (1) The reactants are: [CH2:1]([C:3]1[C:8](=[O:9])[NH:7][C:6]([CH3:10])=[C:5]([C:11]2[CH:12]=[N:13][CH:14]=[C:15]([C:17]([OH:19])=O)[CH:16]=2)[CH:4]=1)[CH3:2].[S:20]([C:24]1[CH:31]=[CH:30][C:27]([CH2:28][NH2:29])=[CH:26][CH:25]=1)(=[O:23])(=[O:22])[NH2:21]. Given the product [S:20]([C:24]1[CH:25]=[CH:26][C:27]([CH2:28][NH:29][C:17]([C:15]2[CH:16]=[C:11]([C:5]3[CH:4]=[C:3]([CH2:1][CH3:2])[C:8](=[O:9])[NH:7][C:6]=3[CH3:10])[CH:12]=[N:13][CH:14]=2)=[O:19])=[CH:30][CH:31]=1)(=[O:22])(=[O:23])[NH2:21], predict the reactants needed to synthesize it. (2) Given the product [CH2:20]([O:19][P:18]([CH2:17][C:16]1[CH:26]=[CH:27][C:13]([NH:12][C:4]2[N:3]=[C:2]([NH:30][C:31]3[CH:32]=[CH:33][C:34]([N:42]4[CH2:43][CH2:44][CH:45]([C:48]([OH:50])=[O:49])[CH2:46][CH2:47]4)=[C:35]4[C:39]=3[C:38](=[O:40])[N:37]([CH3:41])[CH2:36]4)[C:7]([C:8]([F:11])([F:10])[F:9])=[CH:6][N:5]=2)=[C:14]([O:28][CH3:29])[CH:15]=1)([O:22][CH2:23][CH3:24])=[O:25])[CH3:21].[F:52][C:53]([F:58])([F:57])[C:54]([OH:56])=[O:55], predict the reactants needed to synthesize it. The reactants are: Cl[C:2]1[C:7]([C:8]([F:11])([F:10])[F:9])=[CH:6][N:5]=[C:4]([NH:12][C:13]2[CH:27]=[CH:26][C:16]([CH2:17][P:18](=[O:25])([O:22][CH2:23][CH3:24])[O:19][CH2:20][CH3:21])=[CH:15][C:14]=2[O:28][CH3:29])[N:3]=1.[NH2:30][C:31]1[CH:32]=[CH:33][C:34]([N:42]2[CH2:47][CH2:46][CH:45]([C:48]([O:50]C)=[O:49])[CH2:44][CH2:43]2)=[C:35]2[C:39]=1[C:38](=[O:40])[N:37]([CH3:41])[CH2:36]2.[F:52][C:53]([F:58])([F:57])[C:54]([OH:56])=[O:55].C(O)C(F)(F)F.O.[OH-].[Li+].